This data is from Experimentally validated miRNA-target interactions with 360,000+ pairs, plus equal number of negative samples. The task is: Binary Classification. Given a miRNA mature sequence and a target amino acid sequence, predict their likelihood of interaction. (1) The miRNA is hsa-miR-1976 with sequence CCUCCUGCCCUCCUUGCUGU. The protein sequence of the target gene is MFRGLSSWLGLQQPVAGGGQPNGDAPPEQPSETVAESAEEELQQAGDQELLHQAKDFGNYLFNFASAATKKITESVAETAQTIKKSVEEGKIDGIIDKTIIGDFQKEQKKFVEEQHTKKSEAAVPPWVDTNDEETIQQQILALSADKRNFLRDPPAGVQFNFDFDQMYPVALVMLQEDELLSKMRFALVPKLVKEEVFWRNYFYRVSLIKQSAQLTALAAQQQAAGKEEKSNGREQDLPLAEAVRPKTPPVVIKSQLKTQEDEEEISTSPGVSEFVSDAFDACNLNQEDLRKEMEQLVLD.... Result: 1 (interaction). (2) The miRNA is hsa-miR-4708-5p with sequence AGAGAUGCCGCCUUGCUCCUU. The protein sequence of the target gene is MNIEVGNVSHTGAIISWSPSEPCLEDYYHIMYRPNWNSIFSGYLRYNFHHEEKVPRTITSVALEHLAPSTLYFLCISCKKAAFPYSHYCTMFHTLDKSPLAAGGSLVDPQISLWVLMAILLACFTAVLAFICLQFWCLRCHEPRWSYRAGQMEEANGLVRWPEETPALGQREEDLQGFPLEELPRKNSGARAKAEPEAEAIQDALEVVALAREIGNQPAILPHYRE. Result: 0 (no interaction).